This data is from Forward reaction prediction with 1.9M reactions from USPTO patents (1976-2016). The task is: Predict the product of the given reaction. (1) Given the reactants [CH3:1][C:2]1[CH:3]=[C:4]([C:8]2[N:9]=[C:10]3[CH:15]=[CH:14][CH:13]=[N:12][N:11]3[C:16]=2[C:17]2[CH:22]=[CH:21][N:20]=[C:19]([NH:23][C:24](=O)[O:25]CC(Cl)(Cl)Cl)[CH:18]=2)[CH:5]=[CH:6][CH:7]=1.[NH:32]1[CH2:37][CH2:36][CH2:35][CH2:34][CH2:33]1.C(N(C(C)C)C(C)C)C.C(=O)([O-])O.[Na+], predict the reaction product. The product is: [CH3:1][C:2]1[CH:3]=[C:4]([C:8]2[N:9]=[C:10]3[CH:15]=[CH:14][CH:13]=[N:12][N:11]3[C:16]=2[C:17]2[CH:22]=[CH:21][N:20]=[C:19]([NH:23][C:24]([N:32]3[CH2:37][CH2:36][CH2:35][CH2:34][CH2:33]3)=[O:25])[CH:18]=2)[CH:5]=[CH:6][CH:7]=1. (2) Given the reactants [CH3:1][O:2][C:3]1[CH:4]=[C:5]([C:11]2[N:16]=[C:15]([N:17]3[CH:21]=NC=N3)[C:14]3=[C:22]([CH3:26])[N:23]=[C:24]([CH3:25])[N:13]3[N:12]=2)[CH:6]=[CH:7][C:8]=1[O:9][CH3:10].[CH3:27][O:28][C:29]1[CH:30]=[C:31]([CH:34]=[C:35]([O:37][CH3:38])[CH:36]=1)CN, predict the reaction product. The product is: [CH3:27][O:28][C:29]1[CH:30]=[C:31]([CH:34]=[C:35]([O:37][CH3:38])[CH:36]=1)[CH2:21][NH:17][C:15]1[C:14]2=[C:22]([CH3:26])[N:23]=[C:24]([CH3:25])[N:13]2[N:12]=[C:11]([C:5]2[CH:6]=[CH:7][C:8]([O:9][CH3:10])=[C:3]([O:2][CH3:1])[CH:4]=2)[N:16]=1. (3) Given the reactants C([O-])(=O)C.[K+].[CH2:6]([O:13][C:14]1[CH:19]=[CH:18][C:17](I)=[CH:16][C:15]=1[CH2:21][C@H:22]([NH:33][C:34]([O:36][C:37]([CH3:40])([CH3:39])[CH3:38])=[O:35])[C:23]([O:25][CH2:26][C:27]1[CH:32]=[CH:31][CH:30]=[CH:29][CH:28]=1)=[O:24])[C:7]1[CH:12]=[CH:11][CH:10]=[CH:9][CH:8]=1.[B:41]1([B:41]2[O:45][C:44]([CH3:47])([CH3:46])[C:43]([CH3:49])([CH3:48])[O:42]2)[O:45][C:44]([CH3:47])([CH3:46])[C:43]([CH3:49])([CH3:48])[O:42]1, predict the reaction product. The product is: [CH2:6]([O:13][C:14]1[CH:19]=[CH:18][C:17]([B:41]2[O:45][C:44]([CH3:47])([CH3:46])[C:43]([CH3:49])([CH3:48])[O:42]2)=[CH:16][C:15]=1[CH2:21][C@H:22]([NH:33][C:34]([O:36][C:37]([CH3:40])([CH3:39])[CH3:38])=[O:35])[C:23]([O:25][CH2:26][C:27]1[CH:32]=[CH:31][CH:30]=[CH:29][CH:28]=1)=[O:24])[C:7]1[CH:12]=[CH:11][CH:10]=[CH:9][CH:8]=1. (4) Given the reactants [C:1]([O:5][C:6]([N:8]1[CH2:13][CH2:12][N:11]2[C:14]([S:18][CH3:19])=[N:15][C:16](I)=[C:10]2[CH:9]1[CH2:20][CH2:21][C:22]1[CH:27]=[CH:26][C:25]([C:28]([F:31])([F:30])[F:29])=[CH:24][CH:23]=1)=[O:7])([CH3:4])([CH3:3])[CH3:2].[CH3:32][CH2:33]OC(C)=O.CCCCCCC, predict the reaction product. The product is: [C:1]([O:5][C:6]([N:8]1[CH2:13][CH2:12][N:11]2[C:14]([S:18][CH3:19])=[N:15][C:16]([CH:32]=[CH2:33])=[C:10]2[CH:9]1[CH2:20][CH2:21][C:22]1[CH:27]=[CH:26][C:25]([C:28]([F:31])([F:30])[F:29])=[CH:24][CH:23]=1)=[O:7])([CH3:4])([CH3:3])[CH3:2]. (5) Given the reactants [N:1]([O-])=O.[Na+].[NH2:5][C:6]1[CH:11]=[CH:10][C:9]([CH2:12][C:13]([O:15][CH2:16][CH3:17])=[O:14])=[CH:8][CH:7]=1.[Sn](Cl)[Cl:19], predict the reaction product. The product is: [ClH:19].[NH:5]([C:6]1[CH:7]=[CH:8][C:9]([CH2:12][C:13]([O:15][CH2:16][CH3:17])=[O:14])=[CH:10][CH:11]=1)[NH2:1]. (6) The product is: [CH3:9][O:10][C:11]([C:13]1[CH:21]=[C:20]2[C:16]([C:17]3[CH:25]=[C:24]([CH3:26])[CH:23]=[N:22][C:18]=3[NH:19]2)=[C:15]([C:27]2[CH:32]=[CH:31][CH:30]=[C:29]([S:33]([CH2:36][CH3:37])(=[O:35])=[O:34])[CH:28]=2)[C:14]=1[Cl:1])=[O:12]. Given the reactants [Cl:1]N1C(=O)CCC1=O.[CH3:9][O:10][C:11]([C:13]1[CH:21]=[C:20]2[C:16]([C:17]3[CH:25]=[C:24]([CH3:26])[CH:23]=[N:22][C:18]=3[NH:19]2)=[C:15]([C:27]2[CH:32]=[CH:31][CH:30]=[C:29]([S:33]([CH2:36][CH3:37])(=[O:35])=[O:34])[CH:28]=2)[CH:14]=1)=[O:12], predict the reaction product.